Dataset: Kinase inhibitor binding affinity data with 442 proteins and 68 drugs (Kd values). Task: Regression. Given a target protein amino acid sequence and a drug SMILES string, predict the binding affinity score between them. We predict pKd (pKd = -log10(Kd in M); higher means stronger binding). Dataset: davis. (1) The compound is Nc1nc(N)c2nc(-c3cccc(O)c3)c(-c3cccc(O)c3)nc2n1. The target protein (MLCK) has sequence MSGTSKESLGHGGLPGLGKTCLTTMDTKLNMLNEKVDQLLHFQEDVTEKLQSMCRDMGHLERGLHRLEASRAPGPGGADGVPHIDTQAGWPEVLELVRAMQQDAAQHGARLEALFRMVAAVDRAIALVGATFQKSKVADFLMQGRVPWRRGSPGDSPEENKERVEEEGGKPKHVLSTSGVQSDAREPGEESQKADVLEGTAERLPPIRASGLGADPAQAVVSPGQGDGVPGPAQAFPGHLPLPTKVEAKAPETPSENLRTGLELAPAPGRVNVVSPSLEVAPGAGQGASSSRPDPEPLEEGTRLTPGPGPQCPGPPGLPAQARATHSGGETPPRISIHIQEMDTPGEMLMTGRGSLGPTLTTEAPAAAQPGKQGPPGTGRCLQAPGTEPGEQTPEGARELSPLQESSSPGGVKAEEEQRAGAEPGTRPSLARSDDNDHEVGALGLQQGKSPGAGNPEPEQDCAARAPVRAEAVRRMPPGAEAGSVVLDDSPAPPAPFEHR.... The pKd is 5.0. (2) The drug is Cn1cc(-c2ccc3nnc(Sc4ccc5ncccc5c4)n3n2)cn1. The target protein (GRK1) has sequence MDFGSLETVVANSAFIAARGSFDGSSSQPSRDKKYLAKLKLPPLSKCESLRDSLSLEFESVCLEQPIGKKLFQQFLQSAEKHLPALELWKDIEDYDTADNDLQPQKAQTILAQYLDPQAKLFCSFLDEGIVAKFKEGPVEIQDGLFQPLLQATLAHLGQAPFQEYLGSLYFLRFLQWKWLEAQPMGEDWFLDFRVLGKGGFGEVSACQMKATGKLYACKKLNKKRLKKRKGYQGAMVEKKILMKVHSRFIVSLAYAFETKADLCLVMTIMNGGDIRYHIYNVNEENPGFPEPRALFYTAQIICGLEHLHQRRIVYRDLKPENVLLDNDGNVRISDLGLAVELLDGQSKTKGYAGTPGFMAPELLQGEEYDFSVDYFALGVTLYEMIAARGPFRARGEKVENKELKHRIISEPVKYPDKFSQASKDFCEALLEKDPEKRLGFRDETCDKLRAHPLFKDLNWRQLEAGMLMPPFIPDSKTVYAKDIQDVGAFSTVKGVAFDK.... The pKd is 5.0. (3) The pKd is 5.0. The small molecule is Clc1ccc(Nc2nnc(Cc3ccncc3)c3ccccc23)cc1. The target protein (TESK1) has sequence LKMNKLPSNRGNTLREVQLMNRLRHPNILRFMGVCVHQGQLHALTEYMNGGTLEXLLSSPEPLSWPVRLHLALDIARGLRYLHSKGVFHRDLTSKNCLVRREDRGFTAVVGDFGLAEKIPVYREGARKEPLAVVGSPYWMAPEVLRGELYDEKADVFAFGIVLCELIARVPADPDYLPRTEDFGLDVPAFRTLVGDDCPLPFLLLAIHCCNLEPSTRAPFTEITQHLEWILEQLPEPAPLTXTA. (4) The target protein (NEK4) has sequence MPLAAYCYLRVVGKGSYGEVTLVKHRRDGKQYVIKKLNLRNASSRERRAAEQEAQLLSQLKHPNIVTYKESWEGGDGLLYIVMGFCEGGDLYRKLKEQKGQLLPENQVVEWFVQIAMALQYLHEKHILHRDLKTQNVFLTRTNIIKVGDLGIARVLENHCDMASTLIGTPYYMSPELFSNKPYNYKSDVWALGCCVYEMATLKHAFNAKDMNSLVYRIIEGKLPPMPRDYSPELAELIRTMLSKRPEERPSVRSILRQPYIKRQISFFLEATKIKTSKNNIKNGDSQSKPFATVVSGEAESNHEVIHPQPLSSEGSQTYIMGEGKCLSQEKPRASGLLKSPASLKAHTCKQDLSNTTELATISSVNIDILPAKGRDSVSDGFVQENQPRYLDASNELGGICSISQVEEEMLQDNTKSSAQPENLIPMWSSDIVTGEKNEPVKPLQPLKKKK. The pKd is 5.0. The compound is Cc1[nH]c(C=C2C(=O)Nc3ccc(S(=O)(=O)Cc4c(Cl)cccc4Cl)cc32)c(C)c1C(=O)N1CCCC1CN1CCCC1. (5) The drug is Cc1[nH]c(C=C2C(=O)Nc3ccc(S(=O)(=O)Cc4c(Cl)cccc4Cl)cc32)c(C)c1C(=O)N1CCCC1CN1CCCC1. The target protein (EPHA3) has sequence MDCQLSILLLLSCSVLDSFGELIPQPSNEVNLLDSKTIQGELGWISYPSHGWEEISGVDEHYTPIRTYQVCNVMDHSQNNWLRTNWVPRNSAQKIYVELKFTLRDCNSIPLVLGTCKETFNLYYMESDDDHGVKFREHQFTKIDTIAADESFTQMDLGDRILKLNTEIREVGPVNKKGFYLAFQDVGACVALVSVRVYFKKCPFTVKNLAMFPDTVPMDSQSLVEVRGSCVNNSKEEDPPRMYCSTEGEWLVPIGKCSCNAGYEERGFMCQACRPGFYKALDGNMKCAKCPPHSSTQEDGSMNCRCENNYFRADKDPPSMACTRPPSSPRNVISNINETSVILDWSWPLDTGGRKDVTFNIICKKCGWNIKQCEPCSPNVRFLPRQFGLTNTTVTVTDLLAHTNYTFEIDAVNGVSELSSPPRQFAAVSITTNQAAPSPVLTIKKDRTSRNSISLSWQEPEHPNGIILDYEVKYYEKQEQETSYTILRARGTNVTISSLK.... The pKd is 5.0. (6) The compound is CCCS(=O)(=O)Nc1ccc(F)c(C(=O)c2c[nH]c3ncc(Cl)cc23)c1F. The target protein is PFCDPK1(Pfalciparum). The pKd is 8.7. (7) The compound is CNC(=O)c1cc(Oc2ccc(NC(=O)Nc3ccc(Cl)c(C(F)(F)F)c3)cc2)ccn1. The target protein (STK16) has sequence MGHALCVCSRGTVIIDNKRYLFIQKLGEGGFSYVDLVEGLHDGHFYALKRILCHEQQDREEAQREADMHRLFNHPNILRLVAYCLRERGAKHEAWLLLPFFKRGTLWNEIERLKDKGNFLTEDQILWLLLGICRGLEAIHAKGYAHRDLKPTNILLGDEGQPVLMDLGSMNQACIHVEGSRQALTLQDWAAQRCTISYRAPELFSVQSHCVIDERTDVWSLGCVLYAMMFGEGPYDMVFQKGDSVALAVQNQLSIPQSPRHSSALRQLLNSMMTVDPHQRPHIPLLLSQLEALQPPAPGQHTTQI. The pKd is 5.0.